Dataset: HIV replication inhibition screening data with 41,000+ compounds from the AIDS Antiviral Screen. Task: Binary Classification. Given a drug SMILES string, predict its activity (active/inactive) in a high-throughput screening assay against a specified biological target. (1) The drug is CCOC(=O)CN1C(=O)c2c(c(C)n(-c3ccccc3)c2C)C1=O. The result is 0 (inactive). (2) The drug is NC(=O)NN=C1CCC(CC2CCCCC2)CC1. The result is 0 (inactive). (3) The compound is COc1ccc(C(=O)C(C(=O)C(=O)Nc2nccs2)c2ccc(OC)cc2)cc1. The result is 0 (inactive). (4) The molecule is Cc1ccc(S(=O)(=O)NN=C2CC(C)OC3=C2CCCCCC3)cc1. The result is 0 (inactive). (5) The molecule is C=C1NC(=O)C(CC(C(=O)C(=O)Nc2c(C)cccc2C(C)(C)C)C(=O)c2ccc3ccccc3c2)C(=O)N1. The result is 0 (inactive). (6) The result is 0 (inactive). The compound is COc1ccc(Cc2nnc(C)c3c(C)n[nH]c23)cc1OC.